Dataset: Reaction yield outcomes from USPTO patents with 853,638 reactions. Task: Predict the reaction yield, written as a fraction of the theoretical maximum amount of product (1.0 means a 100% yield; for example, 0.34 means a 34% yield). (1) The yield is 0.520. The catalyst is O1CCOCC1.C(OCC)(=O)C.C1C=CC(P(C2C=CC=CC=2)[C-]2C=CC=C2)=CC=1.C1C=CC(P(C2C=CC=CC=2)[C-]2C=CC=C2)=CC=1.Cl[Pd]Cl.[Fe+2]. The product is [CH3:22][S:19]([C:16]1[CH:17]=[CH:18][C:13]([CH2:12][N:8]2[C:7](=[O:23])[CH:6]3[CH2:24][O:25][CH2:26][CH2:27][N:5]3[C:4]3[N:3]=[C:2]([C:36]4[CH:41]=[CH:40][N:39]=[C:38]5[N:42]([S:45]([C:48]6[CH:54]=[CH:53][C:51]([CH3:52])=[CH:50][CH:49]=6)(=[O:46])=[O:47])[CH:43]=[CH:44][C:37]=45)[N:11]=[CH:10][C:9]2=3)=[CH:14][CH:15]=1)(=[O:21])=[O:20]. The reactants are Cl[C:2]1[N:11]=[CH:10][C:9]2[N:8]([CH2:12][C:13]3[CH:18]=[CH:17][C:16]([S:19]([CH3:22])(=[O:21])=[O:20])=[CH:15][CH:14]=3)[C:7](=[O:23])[CH:6]3[CH2:24][O:25][CH2:26][CH2:27][N:5]3[C:4]=2[N:3]=1.CC1(C)C(C)(C)OB([C:36]2[CH:41]=[CH:40][N:39]=[C:38]3[N:42]([S:45]([C:48]4[CH:54]=[CH:53][C:51]([CH3:52])=[CH:50][CH:49]=4)(=[O:47])=[O:46])[CH:43]=[CH:44][C:37]=23)O1.C([O-])(O)=O.[Na+]. (2) The reactants are [CH:1]([C:4]1[CH:9]=[CH:8][C:7]([NH:10][C:11](=[O:22])[O:12][C:13]2[CH:14]=[C:15]3[C:19](=[CH:20][CH:21]=2)[NH:18][CH2:17][CH2:16]3)=[CH:6][CH:5]=1)([CH3:3])[CH3:2].[CH3:23][O:24][C:25]1[CH:32]=[CH:31][C:28]([CH:29]=O)=[CH:27][CH:26]=1.C(O)(=O)C.[Na].C([O-])(O)=O.[Na+]. The catalyst is ClCCl.C(OCC)C. The product is [CH:1]([C:4]1[CH:5]=[CH:6][C:7]([NH:10][C:11](=[O:22])[O:12][C:13]2[CH:14]=[C:15]3[C:19](=[CH:20][CH:21]=2)[N:18]([CH2:29][C:28]2[CH:31]=[CH:32][C:25]([O:24][CH3:23])=[CH:26][CH:27]=2)[CH2:17][CH2:16]3)=[CH:8][CH:9]=1)([CH3:3])[CH3:2]. The yield is 0.820. (3) The reactants are [NH2:1][C:2]1[N:6]([CH3:7])[C:5](=[O:8])[C:4]([C:15]2[CH:16]=[C:17]([C:21]3[CH:26]=[CH:25][CH:24]=[CH:23][CH:22]=3)[CH:18]=[CH:19][CH:20]=2)([C:9]2[CH:14]=[CH:13][N:12]=[CH:11][CH:10]=2)[N:3]=1.[ClH:27]. The catalyst is C(O)C.O=[Pt]=O. The product is [ClH:27].[NH2:1][C:2]1[N:6]([CH3:7])[C:5](=[O:8])[C:4]([C:15]2[CH:20]=[CH:19][CH:18]=[C:17]([CH:21]3[CH2:22][CH2:23][CH2:24][CH2:25][CH2:26]3)[CH:16]=2)([CH:9]2[CH2:10][CH2:11][NH:12][CH2:13][CH2:14]2)[N:3]=1. The yield is 0.960. (4) The reactants are [O:1]=[C:2]1[C@@H:8]2[CH2:9][C@@H:4]([CH2:5][CH2:6][C@@H:7]2[NH:10]C(=O)OCC2C=CC=CC=2)[O:3]1. The catalyst is C(OCC)(=O)C.[Pd]. The product is [NH2:10][C@H:7]1[CH2:6][CH2:5][C@@H:4]2[CH2:9][C@H:8]1[C:2](=[O:1])[O:3]2. The yield is 1.00. (5) The reactants are [O:1]1[CH2:6][CH2:5][N:4]([CH2:7][CH2:8][O:9][CH:10]2[CH2:15][CH2:14][N:13](C(OC(C)(C)C)=O)[CH2:12][CH2:11]2)[CH2:3][CH2:2]1.CC(O)C. The catalyst is C(OCC)(=O)C. The product is [NH:13]1[CH2:12][CH2:11][CH:10]([O:9][CH2:8][CH2:7][N:4]2[CH2:5][CH2:6][O:1][CH2:2][CH2:3]2)[CH2:15][CH2:14]1. The yield is 0.650.